The task is: Predict the reaction yield, written as a fraction of the theoretical maximum amount of product (1.0 means a 100% yield; for example, 0.34 means a 34% yield).. This data is from Reaction yield outcomes from USPTO patents with 853,638 reactions. (1) The reactants are [C:1]([C:5]1[N:10]=[C:9]([CH3:11])[N:8]=[C:7]([N:12]2[CH2:17][CH2:16][N:15]([CH2:18][CH2:19][CH2:20][CH2:21][NH2:22])[CH2:14][CH2:13]2)[CH:6]=1)([CH3:4])([CH3:3])[CH3:2].C1N=CN([C:28]([N:30]2[CH:34]=N[CH:32]=[CH:31]2)=[O:29])C=1.[CH3:35][O:36][C:37]1[CH:45]=[CH:44][C:43]2[NH:42][C:41]3CCNC[C:40]=3[C:39]=2[CH:38]=1. The catalyst is C(Cl)(Cl)Cl.CO. The product is [C:1]([C:5]1[N:10]=[C:9]([CH3:11])[N:8]=[C:7]([N:12]2[CH2:13][CH2:14][N:15]([CH2:18][CH2:19][CH2:20][CH2:21][NH:22][C:28]([N:30]3[CH2:31][CH2:32][C:41]4[NH:42][C:43]5[CH:44]=[CH:45][C:37]([O:36][CH3:35])=[CH:38][C:39]=5[C:40]=4[CH2:34]3)=[O:29])[CH2:16][CH2:17]2)[CH:6]=1)([CH3:4])([CH3:2])[CH3:3]. The yield is 0.340. (2) The reactants are [O:1]1[C:5]2[CH:6]=[CH:7][C:8]([CH:10]3[C:18]4[C:13](=[CH:14][CH:15]=[CH:16][CH:17]=4)[N:12]([CH2:19][CH2:20][CH2:21][CH2:22][CH3:23])[C:11]3=[O:24])=[CH:9][C:4]=2[O:3][CH2:2]1.I[CH3:26].[H-].[Na+]. The catalyst is C1COCC1. The product is [O:1]1[C:5]2[CH:6]=[CH:7][C:8]([C:10]3([CH3:26])[C:18]4[C:13](=[CH:14][CH:15]=[CH:16][CH:17]=4)[N:12]([CH2:19][CH2:20][CH2:21][CH2:22][CH3:23])[C:11]3=[O:24])=[CH:9][C:4]=2[O:3][CH2:2]1. The yield is 0.610. (3) The reactants are [CH3:1][O:2][C:3](=[O:16])[CH2:4][C:5]1[CH:10]=[CH:9][CH:8]=[C:7]([O:11][CH2:12][CH2:13][CH2:14]Br)[CH:6]=1.[C:17]1([CH:23]([C:35]2[CH:40]=[CH:39][CH:38]=[CH:37][CH:36]=2)[CH2:24][NH:25][CH2:26][C:27]2[CH:32]=[CH:31][C:30]([O:33][CH3:34])=[CH:29][CH:28]=2)[CH:22]=[CH:21][CH:20]=[CH:19][CH:18]=1.C([O-])([O-])=O.[K+].[K+]. The catalyst is C(#N)C. The product is [C:35]1([CH:23]([C:17]2[CH:22]=[CH:21][CH:20]=[CH:19][CH:18]=2)[CH2:24][N:25]([CH2:26][C:27]2[CH:28]=[CH:29][C:30]([O:33][CH3:34])=[CH:31][CH:32]=2)[CH2:14][CH2:13][CH2:12][O:11][C:7]2[CH:6]=[C:5]([CH2:4][C:3]([O:2][CH3:1])=[O:16])[CH:10]=[CH:9][CH:8]=2)[CH:36]=[CH:37][CH:38]=[CH:39][CH:40]=1. The yield is 0.550. (4) The reactants are Br[C:2]1[C:3]([NH:9][C:10]2[CH:15]=[C:14]([Cl:16])[CH:13]=[CH:12][C:11]=2[O:17][CH2:18][CH:19]2[CH2:24][CH2:23][N:22]([CH3:25])[CH2:21][CH2:20]2)=[N:4][CH:5]=[C:6]([CH3:8])[CH:7]=1.C1CCN2C(=NCCC2)CC1. The catalyst is CC([O-])=O.CC([O-])=O.[Pd+2].CN(C=O)C. The product is [Cl:16][C:14]1[CH:13]=[CH:12][C:11]([O:17][CH2:18][CH:19]2[CH2:24][CH2:23][N:22]([CH3:25])[CH2:21][CH2:20]2)=[C:10]2[C:15]=1[C:2]1[CH:7]=[C:6]([CH3:8])[CH:5]=[N:4][C:3]=1[NH:9]2. The yield is 0.650.